This data is from Experimentally validated miRNA-target interactions with 360,000+ pairs, plus equal number of negative samples. The task is: Binary Classification. Given a miRNA mature sequence and a target amino acid sequence, predict their likelihood of interaction. (1) The miRNA is mmu-miR-3065-5p with sequence UCAACAAAAUCACUGAUGCUGG. The protein sequence of the target gene is MKPGSDDFLPPPECPVFEPSWAEFRDPLGYIAKIRPIAEKSGICKIRPPADWQPPFAVEVDNFRFTPRIQRLNELEAQTRVKLNYLDQIAKFWEIQGSSLKIPNVERKILDLYSLNKIVMEEGGYEAICKDRRWARVAQRLNYPSGKNIGSLLRSHYERIIYPYEIFQSGANLVQCNTDPFDSEERDKEYKPHSIPLRQSVQPSKFSCYSRRGKRLQPEPEPTEEDIEKNPELKKLQIYGAGPKMIGLGLKAKEKTLRKKDSKQPDKEEVTCPATIVVKGEASEFGKVTSAFSDKNLNHS.... Result: 1 (interaction). (2) The miRNA is mmu-miR-3088-3p with sequence UUCAUGAGCAGCUGCAAAGGUGU. The protein sequence of the target gene is MKGRGMLVLLLHAVVLGLPSAWAVGACARACPAACACSTVERGCSVRCDRAGLLRVPAELPCEAVSIDLDRNGLRFLGERAFGTLPSLRRLSLRHNNLSFITPGAFKGLPRLAELRLAHNGDLRYLHARTFAALSRLRRLDLAACRLFSVPERLLAELPALRELAAFDNLFRRVPGALRGLANLTHAHLERGRIEAVASSSLQGLRRLRSLSLQANRVRAVHAGAFGDCGVLEHLLLNDNLLAELPADAFRGLRRLRTLNLGGNALDRVARAWFADLAELELLYLDRNSIAFVEEGAFQN.... Result: 0 (no interaction). (3) Result: 1 (interaction). The miRNA is dme-miR-14-3p with sequence UCAGUCUUUUUCUCUCUCCUAU. The protein sequence of the target gene is MDIIQKSIFNSGPHSRGIYEPPLGYFTPYNTPPYIAAYSDSGSWLADHHQHHQQQHQQHQQQMQHIRFPTPPITPPRPIAGYGYRQRTQSVIMKARGQQDELCRSPVEFPDDSKSCSSSSECGTASDFVCNWTDCDRVFDTLDALAQHVTQRHAIASLTDGLYYCRWRGCQRSERGFNARYKMLVHTRTHTKEKPHRCHLCEKSFSRAENLKIHIRSHSGEKPYKCSFEGCQKAYSNSSDRFKHTRTHSMEKPYMCKVAGCQKRYTDPSSLRKHVKTFKHSIHLIASQPLTLPSVPCLLE.... (4) The miRNA is hsa-miR-6715b-5p with sequence ACAGGCACGACUGGUUUGGCA. The protein sequence of the target gene is MPNWGGGKKCGVCQKTVYFAEEVQCEGNSFHKSCFLCMVCKKNLDSTTVAVHGEEIYCKSCYGKKYGPKGYGYGQGAGTLSTDKGESLGIKHEEAPGHRPTTNPNASKFAQKIGGSERCPRCSQAVYAAEKVIGAGKSWHKACFRCAKCGKGLESTTLADKDGEIYCKGCYAKNFGPKGFGFGQGAGALVHSE. Result: 1 (interaction). (5) The miRNA is mmu-miR-3475-3p with sequence UCUGGAGGCACAUGGUUUGAA. The protein sequence of the target gene is MGAAISQGALIAIVCNGLVGFLLLLLWVILCWACHSRSADVDSLSESSPNSSPGPCPEKAPPPQKPSHEGSYLLQP. Result: 0 (no interaction). (6) The miRNA is hsa-miR-1538 with sequence CGGCCCGGGCUGCUGCUGUUCCU. The protein sequence of the target gene is MEKSGRESDGAPCGPVLHIVVVGFHHKKGCQVEFSYPPLIPGDGHDSHTLPEEWKYLPFLALPDGAHNYQEDTVFFHLPPRNGNGATVYGISCYRQIEAKALKVRQADITRETVQKSVCVLSKLPLYGLLQAKLQLITHAYFEEKDFSQISILKELYEHMNSSLGGASLEGSQVYLGLSPRDLVLHFRHKVLILFKLILLEKKVLFYISPVNRLVGALMTVLSLFPGMIEHGLSDCSQYRPRKSMSEDAGPQESNPSADDFTSESTSDVLNTSLETVTRVMAVNHGEDAVPKTEKPYFQV.... Result: 0 (no interaction). (7) The miRNA is hsa-miR-520a-3p with sequence AAAGUGCUUCCCUUUGGACUGU. The protein sequence of the target gene is MASDSMSSKQARNHITKGKRQQQHQQIKNRSSISDGDGEDSFIFEANEAWKDFHGSLLRFYENGELCDVTLKVGSKLISCHKLVLACVIPYFRAMFLSEMAEAKQTLIEIRDFDGDAIEDLVKFVYSSRLTLTVDNVQPLLYAACILQVELVARACCEYMKLHFHPSNCLAVRAFAESHNRIDLMDMADQYACDHFTEVVECEDFVSVSPQHLHKLLSSSDLNIENEKQVYNAAIKWLLANPQHHSKWLDETLAQVRLPLLPVDFLMGVVAKEQIVKQNLKCRDLLDEARNYHLHLSSRA.... Result: 1 (interaction). (8) The protein sequence of the target gene is MGRRSTSSTKSGKFMNPTDQARKEARKRELKKNKKQRMMVRAAVLKMKDPKQIIRDMEKLDEMEFNPVQQPQLNEKVLKDKRKKLRETFERILRLYEKENPDIYKELRKLEVEYEQKRAQLSQYFDAVKNAQHVEVESIPLPDMPHAPSNILIQDIPLPGAQPPSILKKTSAYGPPTRAVSILPLLGHGVPRLPPGRKPPGPPPGPPPPQVVQMYGRKVGFALDLPPRRRDEDMLYSPELAQRGHDDDVSSTSEDDGYPEDMDQDKHDDSTDDSDTDKSDGESDGDEFVHRDNGERDNNE.... The miRNA is hsa-miR-188-3p with sequence CUCCCACAUGCAGGGUUUGCA. Result: 1 (interaction). (9) The miRNA is hsa-miR-6783-5p with sequence UAGGGGAAAAGUCCUGAUCCGG. The protein sequence of the target gene is MPDQISVSEFVAETHEDYKAPTASSFTTRTAQCRNTVAAIEEALDVDRMVLYKMKKSVKAINSSGLAHVENEEQYTQALEKFGGNCVCRDDPDLGSAFLKFSVFTKELTALFKNLIQNMNNIISFPLDSLLKGDLKGVKGDLKKPFDKAWKDYETKITKIEKEKKEHAKLHGMIRTEISGAEIAEEMEKERRFFQLQMCEYLLKVNEIKIKKGVDLLQNLIKYFHAQCNFFQDGLKAVESLKPSIETLSTDLHTIKQAQDEERRQLIQLRDILKSALQVEQKEDSQIRQSTAYSLHQPQG.... Result: 0 (no interaction).